Dataset: Forward reaction prediction with 1.9M reactions from USPTO patents (1976-2016). Task: Predict the product of the given reaction. (1) Given the reactants [CH3:1][O:2][CH2:3][C:4]1[CH:9]=[CH:8][C:7]([CH:10]([C:18]([O:20][C:21]([CH3:24])([CH3:23])[CH3:22])=[O:19])[C:11]([O:13][C:14]([CH3:17])([CH3:16])[CH3:15])=[O:12])=[C:6]([N+:25]([O-])=O)[CH:5]=1, predict the reaction product. The product is: [NH2:25][C:6]1[CH:5]=[C:4]([CH2:3][O:2][CH3:1])[CH:9]=[CH:8][C:7]=1[CH:10]([C:11]([O:13][C:14]([CH3:17])([CH3:16])[CH3:15])=[O:12])[C:18]([O:20][C:21]([CH3:22])([CH3:23])[CH3:24])=[O:19]. (2) Given the reactants Br[C:2]1[C:17]([NH:18][CH:19]2[CH2:22][N:21]([C:23]([O:25][C:26]([CH3:29])([CH3:28])[CH3:27])=[O:24])[CH2:20]2)=[CH:16][C:5]2[N:6]3[CH:11]([CH3:12])[C:10](=[O:13])[NH:9][N:8]=[C:7]3[CH2:14][O:15][C:4]=2[CH:3]=1.[CH2:30]([O:32]/[CH:33]=[CH:34]/B1OC(C)(C)C(C)(C)O1)[CH3:31].C([O-])([O-])=O.[K+].[K+], predict the reaction product. The product is: [CH2:33]([O:32]/[CH:30]=[CH:31]/[C:2]1[C:17]([NH:18][CH:19]2[CH2:20][N:21]([C:23]([O:25][C:26]([CH3:28])([CH3:27])[CH3:29])=[O:24])[CH2:22]2)=[CH:16][C:5]2[N:6]3[CH:11]([CH3:12])[C:10](=[O:13])[NH:9][N:8]=[C:7]3[CH2:14][O:15][C:4]=2[CH:3]=1)[CH3:34]. (3) Given the reactants [Si]([O:8][CH2:9][C:10]1[CH:11]=[C:12]([N:16]2[CH2:21][CH2:20][N:19]([C:22]3[CH:27]=[CH:26][CH:25]=[CH:24][N:23]=3)[CH2:18][CH2:17]2)[CH:13]=[CH:14][CH:15]=1)(C(C)(C)C)(C)C.C1COCC1.Cl.C(=O)([O-])O.[Na+], predict the reaction product. The product is: [N:23]1[CH:24]=[CH:25][CH:26]=[CH:27][C:22]=1[N:19]1[CH2:20][CH2:21][N:16]([C:12]2[CH:11]=[C:10]([CH2:9][OH:8])[CH:15]=[CH:14][CH:13]=2)[CH2:17][CH2:18]1. (4) Given the reactants [F:1][C:2]1[CH:3]=[C:4]([CH2:9][C@H:10]([NH:14][C:15](=[O:21])[O:16][C:17]([CH3:20])([CH3:19])[CH3:18])[C@H:11]2[CH2:13][O:12]2)[CH:5]=[C:6]([F:8])[CH:7]=1.[CH3:22][C:23]([CH3:37])([CH3:36])[CH2:24][C:25]1[CH:34]=[C:33]2[C:28]([CH2:29][CH2:30][CH2:31][CH:32]2[NH2:35])=[CH:27][CH:26]=1, predict the reaction product. The product is: [C:17]([O:16][C:15](=[O:21])[NH:14][CH:10]([CH2:9][C:4]1[CH:3]=[C:2]([F:1])[CH:7]=[C:6]([F:8])[CH:5]=1)[CH:11]([OH:12])[CH2:13][NH:35][CH:32]1[C:33]2[C:28](=[CH:27][CH:26]=[C:25]([CH2:24][C:23]([CH3:37])([CH3:36])[CH3:22])[CH:34]=2)[CH2:29][CH2:30][CH2:31]1)([CH3:20])([CH3:19])[CH3:18]. (5) Given the reactants [CH3:1][O:2][C:3](=[O:11])[C:4]1[CH:9]=[CH:8][CH:7]=[C:6](Br)[CH:5]=1.[CH:12]1(/[CH:18]=[C:19](\B2OC(C)(C)C(C)(C)O2)/[CH2:20][OH:21])[CH2:17][CH2:16][CH2:15][CH2:14][CH2:13]1.[F-].[Cs+], predict the reaction product. The product is: [CH3:1][O:2][C:3](=[O:11])[C:4]1[CH:9]=[CH:8][CH:7]=[C:6](/[C:19](/[CH2:20][OH:21])=[CH:18]\[CH:12]2[CH2:17][CH2:16][CH2:15][CH2:14][CH2:13]2)[CH:5]=1. (6) Given the reactants [C:1]([N:8]([C:17]([O:19][C:20]([CH3:23])([CH3:22])[CH3:21])=[O:18])[C@H:9](C(O)=O)[CH2:10][CH2:11][CH2:12][NH2:13])([O:3][C:4]([CH3:7])([CH3:6])[CH3:5])=[O:2].C(N(CC)CC)C.ClC([O:34][CH2:35][CH3:36])=O.FC(F)(F)C(O)=[O:40].[N:44]1[C:53]2[C:48](=[CH:49][CH:50]=[CH:51][CH:52]=2)[CH:47]=[C:46]([C:54]([NH2:56])=[O:55])[CH:45]=1.[F:57][C:58]1[CH:59]=[C:60]([CH:67]=[C:68]([F:71])[C:69]=1[F:70])[CH2:61]C(C(O)=O)N.C(=O)(O)[O-].[Na+], predict the reaction product. The product is: [N:44]1[C:53]2[C:48](=[CH:49][CH:50]=[CH:51][CH:52]=2)[CH:47]=[C:46]([C:54]([NH2:56])=[O:55])[CH:45]=1.[C:1]([N:8]([C:17]([O:19][C:20]([CH3:21])([CH3:22])[CH3:23])=[O:18])[C@H:9]([C:54]([NH:56][C@@H:36]([C:35]([OH:34])=[O:40])[CH2:61][C:60]1[CH:67]=[C:68]([F:71])[C:69]([F:70])=[C:58]([F:57])[CH:59]=1)=[O:55])[CH2:10][CH2:11][CH2:12][NH2:13])([O:3][C:4]([CH3:6])([CH3:5])[CH3:7])=[O:2]. (7) Given the reactants [Cl:1][C:2]1[N:10]=[CH:9][N:8]=[C:7]2[C:3]=1[NH:4][CH:5]=[N:6]2.[Cl:11][C:12]1[CH:21]=[CH:20][CH:19]=[C:18]2[C:13]=1[N:14]=[C:15]([C:24]1[CH:29]=[CH:28][CH:27]=[CH:26][C:25]=1[C:30]([F:33])([F:32])[F:31])[C:16]([CH2:22][NH2:23])=[N:17]2.C(N(CC)C(C)C)(C)C.[CH2:43]([OH:45])C, predict the reaction product. The product is: [CH2:2]([Cl:1])[Cl:11].[CH3:43][OH:45].[NH4+:4].[OH-:45].[Cl:11][C:12]1[CH:21]=[CH:20][CH:19]=[C:18]2[C:13]=1[N:14]=[C:15]([C:24]1[CH:29]=[CH:28][CH:27]=[CH:26][C:25]=1[C:30]([F:33])([F:31])[F:32])[C:16]([CH2:22][NH:23][C:2]1[N:10]=[CH:9][N:8]=[C:7]3[C:3]=1[N:4]=[CH:5][NH:6]3)=[N:17]2. (8) Given the reactants [CH2:1]([NH2:4])[CH2:2][NH2:3].[CH2:5]([Cl:9])/[CH:6]=[CH:7]\[OH:8], predict the reaction product. The product is: [CH2:5]([Cl:9])/[CH:6]=[CH:7]\[OH:8].[CH2:1]([NH2:4])[CH2:2][NH2:3].